From a dataset of Full USPTO retrosynthesis dataset with 1.9M reactions from patents (1976-2016). Predict the reactants needed to synthesize the given product. (1) Given the product [NH2:8][C:9]1[C:10]([C:14]([O:16][CH3:17])=[O:15])=[N:11][N:12]([C:2]2[CH:3]=[N:4][CH:5]=[CH:6][CH:7]=2)[CH:13]=1, predict the reactants needed to synthesize it. The reactants are: Br[C:2]1[CH:3]=[N:4][CH:5]=[CH:6][CH:7]=1.[NH2:8][C:9]1[C:10]([C:14]([O:16][CH3:17])=[O:15])=[N:11][NH:12][CH:13]=1. (2) Given the product [CH3:1][C:2]1[CH:3]=[CH:4][C:5]([C:8]2[CH:9]=[C:10]([CH:18]=[C:19]([C:21]3[CH2:28][C:24]4([CH2:25][CH2:26][CH2:27]4)[O:23][N:22]=3)[CH:20]=2)[C:11]([OH:13])=[O:12])=[N:6][CH:7]=1, predict the reactants needed to synthesize it. The reactants are: [CH3:1][C:2]1[CH:3]=[CH:4][C:5]([C:8]2[CH:9]=[C:10]([CH:18]=[C:19]([C:21]3[CH2:28][C:24]4([CH2:27][CH2:26][CH2:25]4)[O:23][N:22]=3)[CH:20]=2)[C:11]([O:13]C(C)(C)C)=[O:12])=[N:6][CH:7]=1.Cl. (3) Given the product [CH2:18]([N:9]1[C:10](=[O:17])[C:11]2[CH:16]=[CH:15][CH:14]=[N:13][C:12]=2[C:7]([C:2]2[CH:3]=[CH:4][CH:5]=[CH:6][N:1]=2)=[N:8]1)[CH3:19], predict the reactants needed to synthesize it. The reactants are: [N:1]1[CH:6]=[CH:5][CH:4]=[CH:3][C:2]=1[C:7]1[C:12]2[N:13]=[CH:14][CH:15]=[CH:16][C:11]=2[C:10](=[O:17])[NH:9][N:8]=1.[CH2:18](Br)[CH3:19].C(=O)([O-])[O-].[K+].[K+].C1C(O)=CC(O)=C(C2C(=O)C3C(=CC(O)=C(CC=C(CO)CO)C=3O)OC=2)C=1. (4) Given the product [Cl:29][C:4]1[CH:5]=[C:6]([C:7](=[O:8])[NH:9][CH2:10][C:11]2[CH:16]=[C:15]([Cl:17])[CH:14]=[CH:13][C:12]=2[S:18]([CH2:21][CH3:22])(=[O:19])=[O:20])[CH:23]=[C:24]([C:25]([F:26])([F:27])[F:28])[C:3]=1[CH2:2][N:31]1[CH2:30][C:33]2([CH2:38][N:37]([C:39]([O:41][C:42]([CH3:45])([CH3:44])[CH3:43])=[O:40])[CH2:36][CH2:35][O:34]2)[CH2:32]1, predict the reactants needed to synthesize it. The reactants are: Br[CH2:2][C:3]1[C:24]([C:25]([F:28])([F:27])[F:26])=[CH:23][C:6]([C:7]([NH:9][CH2:10][C:11]2[CH:16]=[C:15]([Cl:17])[CH:14]=[CH:13][C:12]=2[S:18]([CH2:21][CH3:22])(=[O:20])=[O:19])=[O:8])=[CH:5][C:4]=1[Cl:29].[CH2:30]1[C:33]2([CH2:38][N:37]([C:39]([O:41][C:42]([CH3:45])([CH3:44])[CH3:43])=[O:40])[CH2:36][CH2:35][O:34]2)[CH2:32][NH:31]1.CCN(C(C)C)C(C)C.C(=O)([O-])[O-].[K+].[K+].